This data is from Catalyst prediction with 721,799 reactions and 888 catalyst types from USPTO. The task is: Predict which catalyst facilitates the given reaction. (1) Reactant: [Li+].C[Si]([N-][Si](C)(C)C)(C)C.[NH2:11][C:12]1[CH:17]=[CH:16][CH:15]=[CH:14][CH:13]=1.Cl[C:19]1[CH:28]=[CH:27][C:26]2[C:21](=[C:22]([C:29]3[NH:37][C:36]4[CH:35]([CH3:38])[CH2:34][NH:33][C:32](=[O:39])[C:31]=4[CH:30]=3)[CH:23]=[CH:24][CH:25]=2)[N:20]=1.C(O)(C(F)(F)F)=O. Product: [CH3:38][CH:35]1[CH2:34][NH:33][C:32](=[O:39])[C:31]2[CH:30]=[C:29]([C:22]3[CH:23]=[CH:24][CH:25]=[C:26]4[C:21]=3[N:20]=[C:19]([NH:11][C:12]3[CH:17]=[CH:16][CH:15]=[CH:14][CH:13]=3)[CH:28]=[CH:27]4)[NH:37][C:36]1=2. The catalyst class is: 16. (2) Reactant: [CH3:1][C@H:2]1[NH:6][C@@H:5]([C:7]([O:9][CH3:10])=[O:8])[CH2:4][CH2:3]1.CCN(CC)CC.[CH3:18][C:19]([O:22][C:23](O[C:23]([O:22][C:19]([CH3:21])([CH3:20])[CH3:18])=[O:24])=[O:24])([CH3:21])[CH3:20]. Product: [CH3:1][C@@H:2]1[N:6]([C:23]([O:22][C:19]([CH3:21])([CH3:20])[CH3:18])=[O:24])[C@@H:5]([C:7]([O:9][CH3:10])=[O:8])[CH2:4][CH2:3]1. The catalyst class is: 64.